Dataset: Catalyst prediction with 721,799 reactions and 888 catalyst types from USPTO. Task: Predict which catalyst facilitates the given reaction. (1) Reactant: [OH:1][C:2]1[C:9]([N+:10]([O-:12])=[O:11])=[CH:8][CH:7]=[CH:6][C:3]=1[C:4]#[N:5].IC.[C:15](=O)([O-])[O-].[K+].[K+].[Li+].[Cl-]. Product: [CH3:15][O:1][C:2]1[C:9]([N+:10]([O-:12])=[O:11])=[CH:8][CH:7]=[CH:6][C:3]=1[C:4]#[N:5]. The catalyst class is: 6. (2) The catalyst class is: 12. Product: [CH3:2][C:3]1[CH:4]=[C:5]([CH2:9][C:10]([NH2:1])=[O:11])[CH:6]=[CH:7][CH:8]=1. Reactant: [NH3:1].[CH3:2][C:3]1[CH:4]=[C:5]([CH2:9][C:10](Cl)=[O:11])[CH:6]=[CH:7][CH:8]=1.Cl. (3) The catalyst class is: 27. Product: [CH3:1][C@H:2]1[C@@H:7]2[CH2:8][CH2:9][C:10]([CH3:12])=[CH:11][C@@H:6]2[C@H:5]([C@H:13]([CH:15]=[O:16])[CH3:14])[CH2:4][CH2:3]1. Reactant: [CH3:1][C@H:2]1[C@@H:7]2[CH2:8][CH2:9][C:10]([CH3:12])=[CH:11][C@@H:6]2[C@H:5]([C@H:13]([C:15](O)=[O:16])[CH3:14])[CH2:4][CH2:3]1.[N+](=C)=[N-].